Task: Predict the reactants needed to synthesize the given product.. Dataset: Full USPTO retrosynthesis dataset with 1.9M reactions from patents (1976-2016) (1) Given the product [F:11][C:2]([F:1])([F:12])[C:3]([NH:5][C@H:6]([CH3:7])[C:8]([C:20]1[CH:21]=[CH:22][C:17]([O:23][CH3:24])=[CH:18][CH:19]=1)=[O:10])=[O:4], predict the reactants needed to synthesize it. The reactants are: [F:1][C:2]([F:12])([F:11])[C:3]([NH:5][C@@H:6]([C:8]([OH:10])=O)[CH3:7])=[O:4].S(Cl)(Cl)=O.[C:17]1([O:23][CH3:24])[CH:22]=[CH:21][CH:20]=[CH:19][CH:18]=1.[Al+3].[Cl-].[Cl-].[Cl-]. (2) Given the product [NH2:31][C:17]1[C:18]2[NH:10][CH:11]=[C:12]([CH2:20][NH:21][C:22]([CH2:27][S:28][CH3:29])([CH2:25][OH:26])[CH2:23][OH:24])[C:13]=2[N:14]=[CH:15][N:16]=1, predict the reactants needed to synthesize it. The reactants are: C(OC[N:10]1[C:18]2[C:17](Cl)=[N:16][CH:15]=[N:14][C:13]=2[C:12]([CH2:20][NH:21][C:22]([CH2:27][S:28][CH3:29])([CH2:25][OH:26])[CH2:23][OH:24])=[CH:11]1)C1C=CC=CC=1.Cl.[NH2:31]N.ClCCl. (3) Given the product [F:21][C:15]1[C:16]([F:20])=[CH:17][CH:18]=[CH:19][C:14]=1[C:10]1([OH:13])[CH2:11][CH2:12][NH:8][CH2:9]1, predict the reactants needed to synthesize it. The reactants are: C([N:8]1[CH2:12][CH2:11][C:10]([C:14]2[CH:19]=[CH:18][CH:17]=[C:16]([F:20])[C:15]=2[F:21])([OH:13])[CH2:9]1)C1C=CC=CC=1.C([O-])=O.[NH4+].C(O)C. (4) Given the product [NH3:6].[CH3:17][O:18][C:19](=[O:30])[C:20]1[CH:25]=[CH:24][CH:23]=[CH:22][C:21]=1[S:26](=[O:28])(=[O:27])[NH:12][CH2:10][C:5]1[CH:4]=[CH:3][C:2]([F:1])=[CH:9][CH:8]=1, predict the reactants needed to synthesize it. The reactants are: [F:1][C:2]1[CH:9]=[CH:8][C:5]([NH:6]C)=[CH:4][CH:3]=1.[CH2:10]([N:12](CC)CC)C.[CH3:17][O:18][C:19](=[O:30])[C:20]1[CH:25]=[CH:24][CH:23]=[CH:22][C:21]=1[S:26](Cl)(=[O:28])=[O:27].